This data is from Reaction yield outcomes from USPTO patents with 853,638 reactions. The task is: Predict the reaction yield, written as a fraction of the theoretical maximum amount of product (1.0 means a 100% yield; for example, 0.34 means a 34% yield). (1) The reactants are [CH3:1]/[CH:2]=[CH:3]/[C:4]([CH:6]1[C:11]([CH3:13])([CH3:12])[CH2:10][CH:9]=[CH:8][CH:7]1[CH3:14])=[O:5].[SH:15][CH2:16][CH2:17][CH2:18][C:19]([OH:21])=[O:20].S1CCCC1=O. No catalyst specified. The product is [O:5]=[C:4]([CH:6]1[C:11]([CH3:12])([CH3:13])[CH2:10][CH:9]=[CH:8][CH:7]1[CH3:14])[CH2:3][CH:2]([S:15][CH2:16][CH2:17][CH2:18][C:19]([OH:21])=[O:20])[CH3:1]. The yield is 0.120. (2) The reactants are [NH2:1][C:2]1[CH:7]=[CH:6][N:5]([C@H:8]2[C@H:12]([OH:13])[C@H:11]([F:14])[C@@:10]([N:17]=[N+:18]=[N-:19])([CH2:15][OH:16])[O:9]2)[C:4](=[O:20])[N:3]=1.C([Mg]Cl)(C)(C)C.Cl[C:28]1[CH:37]=[CH:36][C:35]2[C:30](=[CH:31][CH:32]=[CH:33][CH:34]=2)[C:29]=1[O:38][P:39](=[N:41][C@@H:42]([CH3:48])[C:43]([O:45][CH2:46][CH3:47])=[O:44])=[O:40].ClC1C=CC2C(=CC=CC=2)C=1OP(=N[C@@H](C)C(OCC1C=CC=CC=1)=O)=O. The catalyst is C1COCC1.CO. The product is [CH2:46]([O:45][C:43](=[O:44])[C@@H:42]([N:41]=[P:39]([O:38][C:29]1[C:30]2[C:35](=[CH:34][CH:33]=[CH:32][CH:31]=2)[CH:36]=[CH:37][C:28]=1[O:16][CH2:15][C@:10]1([N:17]=[N+:18]=[N-:19])[C@@H:11]([F:14])[C@@H:12]([OH:13])[C@H:8]([N:5]2[CH:6]=[CH:7][C:2]([NH2:1])=[N:3][C:4]2=[O:20])[O:9]1)=[O:40])[CH3:48])[CH3:47]. The yield is 0.0500. (3) The reactants are CN(C)CCCN=C=NCC.O.[C:13]([NH:20][C@H:21]([C:26]([OH:28])=O)[CH2:22][CH:23]([CH3:25])[CH3:24])([O:15][C:16]([CH3:19])([CH3:18])[CH3:17])=[O:14].C(N(C(C)C)CC)(C)C.OC1C2N=NNC=2C=CC=1.[CH2:48]([O:55][C:56]([N:58]1[CH2:64][CH:63]([OH:65])[CH:62]([NH2:66])[CH2:61][CH2:60][CH:59]1[CH3:67])=[O:57])[C:49]1[CH:54]=[CH:53][CH:52]=[CH:51][CH:50]=1. The catalyst is CN(C=O)C.CCOC(C)=O. The product is [CH2:48]([O:55][C:56]([N:58]1[CH2:64][C@H:63]([OH:65])[C@@H:62]([NH:66][C:26](=[O:28])[C@@H:21]([NH:20][C:13]([O:15][C:16]([CH3:17])([CH3:18])[CH3:19])=[O:14])[CH2:22][CH:23]([CH3:24])[CH3:25])[CH2:61][CH2:60][C@H:59]1[CH3:67])=[O:57])[C:49]1[CH:50]=[CH:51][CH:52]=[CH:53][CH:54]=1. The yield is 0.720. (4) The reactants are [CH3:13][CH:12]([O:11][C:9](/[N:8]=[N:8]/[C:9]([O:11][CH:12]([CH3:14])[CH3:13])=[O:10])=[O:10])[CH3:14].[N+:15]([C:18]1[CH:23]=[CH:22][C:21]([OH:24])=[CH:20][CH:19]=1)([O-:17])=[O:16].[CH:25]1[CH:30]=CC(P(C2C=CC=CC=2)C2C=CC=CC=2)=C[CH:26]=1.[CH2:44]1COCC1. The catalyst is CCCCCC.CCOC(C)=O. The product is [N+:15]([C:18]1[CH:23]=[CH:22][C:21]([O:24][CH2:26][CH2:25][CH2:30][NH:8][C:9](=[O:10])[O:11][C:12]([CH3:13])([CH3:14])[CH3:44])=[CH:20][CH:19]=1)([O-:17])=[O:16]. The yield is 0.330.